From a dataset of Reaction yield outcomes from USPTO patents with 853,638 reactions. Predict the reaction yield, written as a fraction of the theoretical maximum amount of product (1.0 means a 100% yield; for example, 0.34 means a 34% yield). (1) The reactants are [NH2:1][C:2]1[NH:3][C:4](=[O:31])[C:5]2[N:6]=[CH:7][N:8]([C@@H:11]3[O:15][C@H:14]([CH2:16][CH:17]([P:25](=[O:28])([OH:27])[OH:26])[S:18][C:19]4[CH:24]=[CH:23][CH:22]=[CH:21][CH:20]=4)[C@@H:13]([F:29])[C@H:12]3[OH:30])[C:9]=2[N:10]=1.OO.S([O-])([O-])=[O:35].[Na+].[Na+]. The catalyst is O. The product is [NH2:1][C:2]1[NH:3][C:4](=[O:31])[C:5]2[N:6]=[CH:7][N:8]([C@@H:11]3[O:15][C@H:14]([CH2:16][CH:17]([P:25](=[O:27])([OH:26])[OH:28])[S:18]([C:19]4[CH:20]=[CH:21][CH:22]=[CH:23][CH:24]=4)=[O:35])[C@@H:13]([F:29])[C@H:12]3[OH:30])[C:9]=2[N:10]=1. The yield is 0.770. (2) The reactants are [CH3:1][C:2]([C:18]1[CH:26]=[CH:25][CH:24]=[CH:23][C:19]=1[C:20]([NH2:22])=[O:21])([CH3:17])[CH2:3][C:4]([C:13]([F:16])([F:15])[F:14])([O:8][Si](C)(C)C)[CH2:5][C:6]#[CH:7].CCCC[N+](CCCC)(CCCC)CCCC.[F-]. The catalyst is C1COCC1.C(OCC)(=O)C. The product is [OH:8][C:4]([C:13]([F:14])([F:15])[F:16])([CH2:5][C:6]#[CH:7])[CH2:3][C:2]([C:18]1[CH:26]=[CH:25][CH:24]=[CH:23][C:19]=1[C:20]([NH2:22])=[O:21])([CH3:1])[CH3:17]. The yield is 0.930. (3) The reactants are [OH:1][C:2]1[CH:8]=[CH:7][CH:6]=[CH:5][C:3]=1[NH2:4].Cl[C:10]1[C:11]2[C:18]([CH3:19])=[CH:17][S:16][C:12]=2[N:13]=[CH:14][N:15]=1. The catalyst is CC(O)C. The product is [CH3:19][C:18]1[C:11]2[C:10]([NH:4][C:3]3[CH:5]=[CH:6][CH:7]=[CH:8][C:2]=3[OH:1])=[N:15][CH:14]=[N:13][C:12]=2[S:16][CH:17]=1. The yield is 0.490. (4) The reactants are Br[C:2]1[C:3]([C:10]2[CH:18]=[CH:17][C:13]([N:14]([CH3:16])[CH3:15])=[CH:12][CH:11]=2)=[N:4][C:5]([O:8][CH3:9])=[CH:6][CH:7]=1.[CH3:19][O:20][C:21]1[CH:22]=[C:23]([CH:29]2[O:34][CH2:33][CH2:32][NH:31][CH2:30]2)[CH:24]=[C:25]([O:27][CH3:28])[CH:26]=1.CC1(C)C2C(=C(P(C3C=CC=CC=3)C3C=CC=CC=3)C=CC=2)OC2C(P(C3C=CC=CC=3)C3C=CC=CC=3)=CC=CC1=2.CC(C)([O-])C.[Na+]. The catalyst is C1C=CC(/C=C/C(/C=C/C2C=CC=CC=2)=O)=CC=1.C1C=CC(/C=C/C(/C=C/C2C=CC=CC=2)=O)=CC=1.C1C=CC(/C=C/C(/C=C/C2C=CC=CC=2)=O)=CC=1.[Pd].[Pd].C1(C)C=CC=CC=1. The product is [CH3:28][O:27][C:25]1[CH:24]=[C:23]([CH:29]2[O:34][CH2:33][CH2:32][N:31]([C:2]3[C:3]([C:10]4[CH:18]=[CH:17][C:13]([N:14]([CH3:16])[CH3:15])=[CH:12][CH:11]=4)=[N:4][C:5]([O:8][CH3:9])=[CH:6][CH:7]=3)[CH2:30]2)[CH:22]=[C:21]([O:20][CH3:19])[CH:26]=1. The yield is 0.480. (5) The reactants are [F:1][C:2]1[CH:3]=[C:4]([CH:7]=[C:8]([O:11]C)[C:9]=1[OH:10])[CH:5]=[O:6].B(Br)(Br)Br. The catalyst is ClCCl. The product is [F:1][C:2]1[CH:3]=[C:4]([CH:7]=[C:8]([OH:11])[C:9]=1[OH:10])[CH:5]=[O:6]. The yield is 0.890. (6) The reactants are [Br:1][C:2]1[CH:3]=[C:4]2[C:9](=[CH:10][CH:11]=1)[N:8]([CH2:12][CH2:13][NH:14][CH2:15][CH3:16])[CH2:7][CH2:6][CH2:5]2.C(N(CC)CC)C.[C:24](O[C:24]([O:26][C:27]([CH3:30])([CH3:29])[CH3:28])=[O:25])([O:26][C:27]([CH3:30])([CH3:29])[CH3:28])=[O:25]. The catalyst is O1CCOCC1. The product is [Br:1][C:2]1[CH:3]=[C:4]2[C:9](=[CH:10][CH:11]=1)[N:8]([CH2:12][CH2:13][N:14]([CH2:15][CH3:16])[C:24](=[O:25])[O:26][C:27]([CH3:30])([CH3:29])[CH3:28])[CH2:7][CH2:6][CH2:5]2. The yield is 0.830.